From a dataset of Peptide-MHC class I binding affinity with 185,985 pairs from IEDB/IMGT. Regression. Given a peptide amino acid sequence and an MHC pseudo amino acid sequence, predict their binding affinity value. This is MHC class I binding data. (1) The peptide sequence is GGGNSSWPW. The MHC is Mamu-B17 with pseudo-sequence Mamu-B17. The binding affinity (normalized) is 0.196. (2) The binding affinity (normalized) is 0. The MHC is HLA-A02:02 with pseudo-sequence HLA-A02:02. The peptide sequence is MWYWGPSLY. (3) The peptide sequence is IKVTKSMFW. The MHC is Mamu-B17 with pseudo-sequence Mamu-B17. The binding affinity (normalized) is 0.365. (4) The peptide sequence is FHAPPPSVC. The MHC is HLA-A25:01 with pseudo-sequence HLA-A25:01. The binding affinity (normalized) is 0.0847. (5) The MHC is Mamu-A07 with pseudo-sequence Mamu-A07. The binding affinity (normalized) is 0.321. The peptide sequence is AIFQYTMRHVL.